From a dataset of Reaction yield outcomes from USPTO patents with 853,638 reactions. Predict the reaction yield, written as a fraction of the theoretical maximum amount of product (1.0 means a 100% yield; for example, 0.34 means a 34% yield). The reactants are CC([O-])(C)C.[K+].Br[CH2:8][CH:9]([C:11]1[CH:16]=[CH:15][CH:14]=[CH:13][CH:12]=1)[F:10]. The catalyst is CCCCC. The product is [F:10][C:9]([C:11]1[CH:16]=[CH:15][CH:14]=[CH:13][CH:12]=1)=[CH2:8]. The yield is 0.860.